The task is: Predict the product of the given reaction.. This data is from Forward reaction prediction with 1.9M reactions from USPTO patents (1976-2016). Given the reactants Cl[C:2]1[N:7]=[CH:6][C:5]([C:8]2[CH:13]=[N:12][NH:11][C:10](=[O:14])[CH:9]=2)=[CH:4][CH:3]=1.[C:15]([O:19][C:20]([N:22]1[CH2:27][CH2:26][CH:25]([OH:28])[CH2:24][CH2:23]1)=[O:21])([CH3:18])([CH3:17])[CH3:16].CC([O-])(C)C.[K+].O, predict the reaction product. The product is: [C:15]([O:19][C:20]([N:22]1[CH2:27][CH2:26][CH:25]([O:28][C:2]2[CH:3]=[CH:4][C:5]([C:8]3[CH:13]=[N:12][NH:11][C:10](=[O:14])[CH:9]=3)=[CH:6][N:7]=2)[CH2:24][CH2:23]1)=[O:21])([CH3:18])([CH3:16])[CH3:17].